The task is: Predict the product of the given reaction.. This data is from Forward reaction prediction with 1.9M reactions from USPTO patents (1976-2016). (1) Given the reactants [OH:1][C:2]1[CH:7]=[C:6]([CH3:8])[N:5]([C:9]2[CH:10]=[C:11]([CH:16]=[CH:17][C:18]=2[CH3:19])[C:12]([O:14][CH3:15])=[O:13])[C:4](=[O:20])[CH:3]=1.[F:21][C:22]1[CH:29]=[C:28]([F:30])[CH:27]=[CH:26][C:23]=1[CH2:24]Br.C([O-])([O-])=O.[K+].[K+].C([O-])(O)=O.[Na+], predict the reaction product. The product is: [F:21][C:22]1[CH:29]=[C:28]([F:30])[CH:27]=[CH:26][C:23]=1[CH2:24][O:1][C:2]1[CH:7]=[C:6]([CH3:8])[N:5]([C:9]2[CH:10]=[C:11]([CH:16]=[CH:17][C:18]=2[CH3:19])[C:12]([O:14][CH3:15])=[O:13])[C:4](=[O:20])[CH:3]=1. (2) Given the reactants [CH3:1][O:2][C:3](=[O:20])[CH2:4][C:5]1[CH:10]=[CH:9][CH:8]=[C:7]([NH:11][C:12]([C:14]2[O:15][C:16](Br)=[CH:17][CH:18]=2)=[O:13])[CH:6]=1.[C:21]1(B(O)O)[CH:26]=[CH:25][CH:24]=[CH:23][CH:22]=1, predict the reaction product. The product is: [CH3:1][O:2][C:3](=[O:20])[CH2:4][C:5]1[CH:10]=[CH:9][CH:8]=[C:7]([NH:11][C:12]([C:14]2[O:15][C:16]([C:21]3[CH:26]=[CH:25][CH:24]=[CH:23][CH:22]=3)=[CH:17][CH:18]=2)=[O:13])[CH:6]=1. (3) The product is: [O:7]([CH2:14][C@@H:15]([OH:48])[CH2:16][N:17]([CH:25]([CH3:47])[CH2:26][C:27]([C:29]1[CH:34]=[CH:33][C:32]([NH:35][CH3:36])=[CH:31][CH:30]=1)([C:38]1[CH:39]=[CH:40][C:41]([NH:44][CH3:45])=[CH:42][CH:43]=1)[OH:28])[CH2:18][C:19]1[CH:24]=[CH:23][CH:22]=[CH:21][CH:20]=1)[C:8]1[CH:9]=[CH:10][CH:11]=[CH:12][CH:13]=1. Given the reactants [H-].[Al+3].[Li+].[H-].[H-].[H-].[O:7]([CH2:14][C@@H:15]([OH:48])[CH2:16][N:17]([CH:25]([CH3:47])[CH2:26][C:27]([C:38]1[CH:43]=[CH:42][C:41]([NH:44][CH:45]=O)=[CH:40][CH:39]=1)([C:29]1[CH:34]=[CH:33][C:32]([NH:35][CH:36]=O)=[CH:31][CH:30]=1)[OH:28])[CH2:18][C:19]1[CH:24]=[CH:23][CH:22]=[CH:21][CH:20]=1)[C:8]1[CH:13]=[CH:12][CH:11]=[CH:10][CH:9]=1, predict the reaction product.